This data is from TCR-epitope binding with 47,182 pairs between 192 epitopes and 23,139 TCRs. The task is: Binary Classification. Given a T-cell receptor sequence (or CDR3 region) and an epitope sequence, predict whether binding occurs between them. (1) The epitope is HLVDFQVTI. The TCR CDR3 sequence is CASSLAPPSGELFF. Result: 1 (the TCR binds to the epitope). (2) The epitope is TPINLVRDL. The TCR CDR3 sequence is CASSSTYNEQFF. Result: 0 (the TCR does not bind to the epitope). (3) The epitope is KRWIIMGLNK. The TCR CDR3 sequence is CASSATSGAYNEQFF. Result: 0 (the TCR does not bind to the epitope). (4) The epitope is LLDFVRFMGV. The TCR CDR3 sequence is CASSLGSGGYNEQFF. Result: 0 (the TCR does not bind to the epitope). (5) The epitope is LLALHRSYL. The TCR CDR3 sequence is CASSFGGGVEQYF. Result: 1 (the TCR binds to the epitope). (6) The epitope is TLIGDCATV. The TCR CDR3 sequence is CASSSLADTQYF. Result: 1 (the TCR binds to the epitope).